From a dataset of Forward reaction prediction with 1.9M reactions from USPTO patents (1976-2016). Predict the product of the given reaction. (1) The product is: [CH2:7]([O:14][C:15]1[CH:16]=[C:17]([C:21]2[CH:26]=[CH:25][CH:24]=[C:23]([CH2:27][CH2:28][CH2:29][OH:30])[CH:22]=2)[CH:18]=[CH:19][CH:20]=1)[C:8]1[CH:13]=[CH:12][CH:11]=[CH:10][CH:9]=1. Given the reactants [H-].[Al+3].[Li+].[H-].[H-].[H-].[CH2:7]([O:14][C:15]1[CH:16]=[C:17]([C:21]2[CH:26]=[CH:25][CH:24]=[C:23]([CH2:27][CH2:28][C:29](O)=[O:30])[CH:22]=2)[CH:18]=[CH:19][CH:20]=1)[C:8]1[CH:13]=[CH:12][CH:11]=[CH:10][CH:9]=1.O.S(=O)(=O)(O)O, predict the reaction product. (2) The product is: [C:20]([C:17]1[CH:18]=[CH:19][C:14]([CH2:13][NH:12][C:10](=[O:11])[CH:9]([C:4]2[C:5]([F:8])=[CH:6][CH:7]=[C:2]([NH:1][CH:28]([CH3:30])[CH3:29])[C:3]=2[F:24])[O:22][CH3:23])=[CH:15][CH:16]=1)#[N:21]. Given the reactants [NH2:1][C:2]1[C:3]([F:24])=[C:4]([CH:9]([O:22][CH3:23])[C:10]([NH:12][CH2:13][C:14]2[CH:19]=[CH:18][C:17]([C:20]#[N:21])=[CH:16][CH:15]=2)=[O:11])[C:5]([F:8])=[CH:6][CH:7]=1.C(N(C(C)C)[CH:28]([CH3:30])[CH3:29])C.IC(C)C.CN(C=O)C, predict the reaction product.